From a dataset of Catalyst prediction with 721,799 reactions and 888 catalyst types from USPTO. Predict which catalyst facilitates the given reaction. (1) Reactant: C(N(CC)CC)C.[CH:8]1([CH2:14][CH:15]2[CH2:20][NH:19][CH2:18][CH:17]([C:21]([O:23][CH2:24][CH3:25])=[O:22])[CH2:16]2)[CH2:13][CH2:12][CH2:11][CH2:10][CH2:9]1.[C:26](Cl)(=[O:28])[CH3:27].Cl. Product: [C:26]([N:19]1[CH2:20][CH:15]([CH2:14][CH:8]2[CH2:9][CH2:10][CH2:11][CH2:12][CH2:13]2)[CH2:16][CH:17]([C:21]([O:23][CH2:24][CH3:25])=[O:22])[CH2:18]1)(=[O:28])[CH3:27]. The catalyst class is: 2. (2) Reactant: [Na+].[CH3:2][C:3]1[CH:8]=[CH:7][CH:6]=[C:5]([CH3:9])[C:4]=1[CH2:10][S:11]([O-:14])(=[O:13])=[O:12].Cl. Product: [CH3:9][C:5]1[CH:6]=[CH:7][CH:8]=[C:3]([CH3:2])[C:4]=1[CH2:10][S:11]([OH:14])(=[O:13])=[O:12]. The catalyst class is: 5.